This data is from Reaction yield outcomes from USPTO patents with 853,638 reactions. The task is: Predict the reaction yield, written as a fraction of the theoretical maximum amount of product (1.0 means a 100% yield; for example, 0.34 means a 34% yield). (1) The reactants are [CH2:1]([O:8][CH2:9][CH2:10][CH2:11][CH2:12][O:13][C@H:14]1[CH2:19][CH2:18][C@H:17]([CH2:20][NH:21][CH3:22])[CH2:16][CH2:15]1)[C:2]1[CH:7]=[CH:6][CH:5]=[CH:4][CH:3]=1.[C:34]([O:33][C:31](O[C:31]([O:33][C:34]([CH3:37])([CH3:36])[CH3:35])=[O:32])=[O:32])([CH3:37])([CH3:36])[CH3:35].O.C(N(CC)CC)C. The catalyst is CO. The product is [C:34]([O:33][C:31](=[O:32])[N:21]([CH2:20][C@H:17]1[CH2:16][CH2:15][C@H:14]([O:13][CH2:12][CH2:11][CH2:10][CH2:9][O:8][CH2:1][C:2]2[CH:3]=[CH:4][CH:5]=[CH:6][CH:7]=2)[CH2:19][CH2:18]1)[CH3:22])([CH3:35])([CH3:36])[CH3:37]. The yield is 0.790. (2) The reactants are [CH2:1]([N:4]([C:27]([O:29][CH2:30][C:31]1[CH:36]=[CH:35][CH:34]=[CH:33][CH:32]=1)=[O:28])[C:5]1[C:10](=[O:11])[N:9]2[C@@H:12]([C:24](O)=[O:25])[CH2:13][C@:14]([CH2:16][C:17]([O:19][C:20]([CH3:23])([CH3:22])[CH3:21])=[O:18])([CH3:15])[C:8]2=[N:7][CH:6]=1)[CH:2]=[CH2:3].[CH2:37]([O:44][C:45](=[O:57])[NH:46][C:47]([C:49]1[CH:54]=[CH:53][C:52]([CH2:55][NH2:56])=[CH:51][CH:50]=1)=[NH:48])[C:38]1[CH:43]=[CH:42][CH:41]=[CH:40][CH:39]=1. No catalyst specified. The product is [C:20]([O:19][C:17](=[O:18])[CH2:16][C@@:14]1([CH3:15])[C:8]2=[N:7][CH:6]=[C:5]([N:4]([CH2:1][CH:2]=[CH2:3])[C:27]([O:29][CH2:30][C:31]3[CH:36]=[CH:35][CH:34]=[CH:33][CH:32]=3)=[O:28])[C:10](=[O:11])[N:9]2[C@@H:12]([C:24](=[O:25])[NH:56][CH2:55][C:52]2[CH:51]=[CH:50][C:49]([C:47]([NH:46][C:45]([O:44][CH2:37][C:38]3[CH:43]=[CH:42][CH:41]=[CH:40][CH:39]=3)=[O:57])=[NH:48])=[CH:54][CH:53]=2)[CH2:13]1)([CH3:21])([CH3:23])[CH3:22]. The yield is 0.640. (3) The reactants are [C:1]([C:3]1[CH:4]=[C:5]([O:9][CH2:10][C@@H:11]([NH:22][C:23](=[O:29])[O:24][C:25]([CH3:28])([CH3:27])[CH3:26])[CH2:12][C:13]2[C:21]3[C:16](=[CH:17][CH:18]=[CH:19][CH:20]=3)[NH:15][CH:14]=2)[CH:6]=[N:7][CH:8]=1)#[CH:2].Cl.Br[C:32]1[CH:37]=[CH:36][N:35]=[CH:34][CH:33]=1.CN(C=O)C.C(N(CC)CC)C. The catalyst is [Cu]I.C(OCC)(=O)C. The product is [NH:15]1[C:16]2[C:21](=[CH:20][CH:19]=[CH:18][CH:17]=2)[C:13]([CH2:12][C@H:11]([NH:22][C:23](=[O:29])[O:24][C:25]([CH3:26])([CH3:28])[CH3:27])[CH2:10][O:9][C:5]2[CH:6]=[N:7][CH:8]=[C:3]([C:1]#[C:2][C:32]3[CH:37]=[CH:36][N:35]=[CH:34][CH:33]=3)[CH:4]=2)=[CH:14]1. The yield is 0.680. (4) The reactants are [H-].C([O:4][C:5]([C:7]1[N:8]=[C:9]2[N:17]=[C:16]3[N:11]([CH2:12][CH2:13][CH2:14][CH2:15]3)[N:10]2[CH:18]=1)=O)C.C(O)C.[Cl-].[NH4+]. The catalyst is C1(C)C=CC=CC=1.C1COCC1.C(OCC)(=O)C. The product is [N:8]1[C:7]([CH:5]=[O:4])=[CH:18][N:10]2[N:11]3[C:16]([CH2:15][CH2:14][CH2:13][CH2:12]3)=[N:17][C:9]=12. The yield is 0.580. (5) The reactants are [Cl-].O[NH3+:3].[C:4](=[O:7])([O-])[OH:5].[Na+].CS(C)=O.[CH2:13]([C:17]1[N:18]=[C:19]([CH3:47])[N:20]([CH2:39][C:40]2[CH:45]=[CH:44][CH:43]=[CH:42][C:41]=2[F:46])[C:21](=[O:38])[C:22]=1[CH2:23][C:24]1[CH:29]=[CH:28][C:27]([C:30]2[C:31]([C:36]#[N:37])=[CH:32][CH:33]=[CH:34][CH:35]=2)=[CH:26][CH:25]=1)[CH2:14][CH2:15][CH3:16]. The yield is 0.780. The catalyst is C(OCC)(=O)C. The product is [CH2:13]([C:17]1[N:18]=[C:19]([CH3:47])[N:20]([CH2:39][C:40]2[CH:45]=[CH:44][CH:43]=[CH:42][C:41]=2[F:46])[C:21](=[O:38])[C:22]=1[CH2:23][C:24]1[CH:25]=[CH:26][C:27]([C:30]2[CH:35]=[CH:34][CH:33]=[CH:32][C:31]=2[C:36]2[NH:3][C:4](=[O:7])[O:5][N:37]=2)=[CH:28][CH:29]=1)[CH2:14][CH2:15][CH3:16].